Dataset: Catalyst prediction with 721,799 reactions and 888 catalyst types from USPTO. Task: Predict which catalyst facilitates the given reaction. (1) Reactant: [Cl:1][C:2]1[CH:21]=[CH:20][C:5]([O:6][C:7]2[CH:19]=[CH:18][C:10]([O:11][CH2:12][C@H:13]3[CH2:17][CH2:16][CH2:15][NH:14]3)=[CH:9][CH:8]=2)=[CH:4][CH:3]=1.C(N(CC)CC)C.Br[CH2:30][CH2:31][C:32]([O:34][CH3:35])=[O:33].O.ClCCl. Product: [CH3:35][O:34][C:32](=[O:33])[CH2:31][CH2:30][N:14]1[CH2:15][CH2:16][CH2:17][C@@H:13]1[CH2:12][O:11][C:10]1[CH:18]=[CH:19][C:7]([O:6][C:5]2[CH:20]=[CH:21][C:2]([Cl:1])=[CH:3][CH:4]=2)=[CH:8][CH:9]=1. The catalyst class is: 4. (2) Reactant: [Br:1][C:2]1[C:7]([F:8])=[CH:6][C:5]([C:9]2[C:18]3[C:13](=[CH:14][C:15]([S:19](OC4C(F)=C(F)C(F)=C(F)C=4F)(=[O:21])=[O:20])=[CH:16][CH:17]=3)[CH:12]=[CH:11][N:10]=2)=[C:4]([O:34][CH3:35])[CH:3]=1.[O:36]1[CH:40]=[CH:39][C:38]([NH2:41])=[N:37]1.C1COCC1.C[Si]([N-][Si](C)(C)C)(C)C.[Li+]. Product: [Br:1][C:2]1[C:7]([F:8])=[CH:6][C:5]([C:9]2[C:18]3[C:13](=[CH:14][C:15]([S:19]([NH:41][C:38]4[CH:39]=[CH:40][O:36][N:37]=4)(=[O:21])=[O:20])=[CH:16][CH:17]=3)[CH:12]=[CH:11][N:10]=2)=[C:4]([O:34][CH3:35])[CH:3]=1. The catalyst class is: 25. (3) Reactant: Br[C:2]1[CH:3]=[CH:4][C:5]([C:8]2([OH:21])[CH2:13][CH2:12][N:11]([C:14]([O:16][C:17]([CH3:20])([CH3:19])[CH3:18])=[O:15])[CH2:10][CH2:9]2)=[N:6][CH:7]=1.[CH3:22][N:23](C=O)C. Product: [C:22]([C:2]1[CH:3]=[CH:4][C:5]([C:8]2([OH:21])[CH2:13][CH2:12][N:11]([C:14]([O:16][C:17]([CH3:20])([CH3:19])[CH3:18])=[O:15])[CH2:10][CH2:9]2)=[N:6][CH:7]=1)#[N:23]. The catalyst class is: 267. (4) Reactant: [F:1][C:2]([F:12])([F:11])[C:3]1[CH:10]=[CH:9][C:6]([C:7]#[N:8])=[CH:5][CH:4]=1.C[O-].[Na+].[Cl-:16].[NH4+:17]. Product: [ClH:16].[F:1][C:2]([F:11])([F:12])[C:3]1[CH:10]=[CH:9][C:6]([C:7]([NH2:17])=[NH:8])=[CH:5][CH:4]=1. The catalyst class is: 5. (5) Reactant: [OH:1][C:2]([C:4]([F:7])([F:6])[F:5])=[O:3].C([N:15]1[CH2:24][CH2:23][C:22]2[C:17](=[N:18][C:19]([NH:40][C@@H:41]([CH2:43][CH3:44])[CH3:42])=[C:20]([N:25]3[CH2:30][CH2:29][CH:28]([O:31][C:32]4[CH:37]=[CH:36][C:35]([F:38])=[CH:34][C:33]=4[F:39])[CH2:27][CH2:26]3)[N:21]=2)[CH2:16]1)C1C=CC=CC=1. Product: [C@H:41]([NH:40][C:19]1[N:18]=[C:17]2[CH2:16][NH:15][CH2:24][CH2:23][C:22]2=[N:21][C:20]=1[N:25]1[CH2:30][CH2:29][CH:28]([O:31][C:32]2[CH:37]=[CH:36][C:35]([F:38])=[CH:34][C:33]=2[F:39])[CH2:27][CH2:26]1)([CH2:43][CH3:44])[CH3:42].[C:2]([OH:3])([C:4]([F:7])([F:6])[F:5])=[O:1]. The catalyst class is: 833. (6) Reactant: [H-].[Na+].[CH:3]([C:6]1[C:10]([CH2:11][CH2:12][C:13]([O:15][CH2:16][CH3:17])=[O:14])=[CH:9][NH:8][N:7]=1)([CH3:5])[CH3:4].[Cl:18][C:19]1[CH:26]=[C:25]([Cl:27])[CH:24]=[CH:23][C:20]=1[CH2:21]Cl.O. Product: [Cl:18][C:19]1[CH:26]=[C:25]([Cl:27])[CH:24]=[CH:23][C:20]=1[CH2:21][N:8]1[CH:9]=[C:10]([CH2:11][CH2:12][C:13]([O:15][CH2:16][CH3:17])=[O:14])[C:6]([CH:3]([CH3:5])[CH3:4])=[N:7]1. The catalyst class is: 9. (7) Reactant: C(OC([NH:8][C@@H:9]1[CH2:14][CH2:13][CH2:12][N:11]([C:15]2[N:19](COC)[N:18]=[C:17]([C:23]([NH:25][CH:26]([C:31](=O)[CH3:32])[C:27]([O:29][CH3:30])=[O:28])=[O:24])[C:16]=2[CH2:34][C:35]2[CH:40]=[CH:39][CH:38]=[CH:37][C:36]=2[Cl:41])[CH2:10]1)=O)(C)(C)C.O. Product: [ClH:41].[NH2:8][C@@H:9]1[CH2:14][CH2:13][CH2:12][N:11]([C:15]2[C:16]([CH2:34][C:35]3[CH:40]=[CH:39][CH:38]=[CH:37][C:36]=3[Cl:41])=[C:17]3[C:23](=[O:24])[NH:25][C:26]([C:27]([O:29][CH3:30])=[O:28])=[C:31]([CH3:32])[N:18]3[N:19]=2)[CH2:10]1. The catalyst class is: 89.